This data is from Reaction yield outcomes from USPTO patents with 853,638 reactions. The task is: Predict the reaction yield, written as a fraction of the theoretical maximum amount of product (1.0 means a 100% yield; for example, 0.34 means a 34% yield). The reactants are [Br:1][C:2]1[CH:7]=[CH:6][C:5]([CH3:8])=[C:4]([F:9])[CH:3]=1.[Br:10]N1C(=O)CCC1=O.[O-]S([O-])(=S)=O.[Na+].[Na+]. The catalyst is C(Cl)(Cl)(Cl)Cl.CC(N=NC(C#N)(C)C)(C#N)C. The product is [Br:1][C:2]1[CH:7]=[CH:6][C:5]([CH2:8][Br:10])=[C:4]([F:9])[CH:3]=1. The yield is 0.530.